Dataset: Forward reaction prediction with 1.9M reactions from USPTO patents (1976-2016). Task: Predict the product of the given reaction. (1) The product is: [C:23]([NH:1][C:2]1[CH:10]=[CH:9][C:8]([C:11]([C:13]2[N:17]3[CH:18]=[CH:19][CH:20]=[CH:21][C:16]3=[C:15]([Br:22])[N:14]=2)=[O:12])=[CH:7][C:3]=1[C:4]([OH:6])=[O:5])(=[O:25])[CH3:24]. Given the reactants [NH2:1][C:2]1[CH:10]=[CH:9][C:8]([C:11]([C:13]2[N:17]3[CH:18]=[CH:19][CH:20]=[CH:21][C:16]3=[C:15]([Br:22])[N:14]=2)=[O:12])=[CH:7][C:3]=1[C:4]([OH:6])=[O:5].[C:23](OC(=O)C)(=[O:25])[CH3:24], predict the reaction product. (2) Given the reactants Br[C:2]1[CH:28]=[CH:27][C:5]2[C:6]3[N:7]=[C:8]([C:14]4[N:15]([CH2:19][CH2:20][N:21]5[CH2:26][CH2:25][O:24][CH2:23][CH2:22]5)[N:16]=[CH:17][N:18]=4)[S:9][C:10]=3[CH2:11][CH2:12][O:13][C:4]=2[CH:3]=1.[CH3:29][C:30]([OH:47])([CH3:46])[CH2:31][N:32]1[CH:36]=[C:35](B2OC(C)(C)C(C)(C)O2)[CH:34]=[N:33]1, predict the reaction product. The product is: [CH3:29][C:30]([OH:47])([CH3:46])[CH2:31][N:32]1[CH:36]=[C:35]([C:2]2[CH:28]=[CH:27][C:5]3[C:6]4[N:7]=[C:8]([C:14]5[N:15]([CH2:19][CH2:20][N:21]6[CH2:22][CH2:23][O:24][CH2:25][CH2:26]6)[N:16]=[CH:17][N:18]=5)[S:9][C:10]=4[CH2:11][CH2:12][O:13][C:4]=3[CH:3]=2)[CH:34]=[N:33]1. (3) Given the reactants O1CCCC1.[C:6]([C:8]1([OH:23])[C:19]([CH3:21])([CH3:20])[CH2:18][C:11]2([O:15][CH:14]([CH3:16])[CH:13]([CH3:17])[O:12]2)[CH:10]=[C:9]1[CH3:22])#[CH:7].[CH2:24]([SnH:28]([CH2:33][CH2:34][CH2:35][CH3:36])[CH2:29][CH2:30][CH2:31][CH3:32])[CH2:25][CH2:26][CH3:27], predict the reaction product. The product is: [CH3:16][CH:14]1[CH:13]([CH3:17])[O:12][C:11]2([CH2:18][C:19]([CH3:21])([CH3:20])[C:8](/[CH:6]=[CH:7]/[Sn:28]([CH2:29][CH2:30][CH2:31][CH3:32])([CH2:33][CH2:34][CH2:35][CH3:36])[CH2:24][CH2:25][CH2:26][CH3:27])([OH:23])[C:9]([CH3:22])=[CH:10]2)[O:15]1. (4) The product is: [CH:27]([O:26][C:23]1[CH:24]=[CH:25][C:20]([C:18]([N:15]2[CH2:14][CH2:13][C:12]3([CH2:31][NH:8][CH2:9][CH:10]([C:32]4[CH:37]=[CH:36][CH:35]=[CH:34][CH:33]=4)[O:11]3)[CH2:17][CH2:16]2)=[O:19])=[CH:21][C:22]=1[CH3:30])([CH3:29])[CH3:28]. Given the reactants C([N:8]1[CH2:31][C:12]2([CH2:17][CH2:16][N:15]([C:18]([C:20]3[CH:25]=[CH:24][C:23]([O:26][CH:27]([CH3:29])[CH3:28])=[C:22]([CH3:30])[CH:21]=3)=[O:19])[CH2:14][CH2:13]2)[O:11][CH:10]([C:32]2[CH:37]=[CH:36][CH:35]=[CH:34][CH:33]=2)[CH2:9]1)C1C=CC=CC=1.C([O-])=O.[NH4+], predict the reaction product.